Dataset: Catalyst prediction with 721,799 reactions and 888 catalyst types from USPTO. Task: Predict which catalyst facilitates the given reaction. Product: [CH2:1]([O:3][C:4](=[O:23])[CH2:5][C:6]1[CH:11]=[C:10]([O:12][C:13]2[CH:18]=[CH:17][C:16]([Br:19])=[CH:15][C:14]=2[CH2:20][Br:25])[CH:9]=[CH:8][C:7]=1[Cl:22])[CH3:2]. Reactant: [CH2:1]([O:3][C:4](=[O:23])[CH2:5][C:6]1[CH:11]=[C:10]([O:12][C:13]2[CH:18]=[CH:17][C:16]([Br:19])=[CH:15][C:14]=2[CH2:20]O)[CH:9]=[CH:8][C:7]=1[Cl:22])[CH3:2].P(Br)(Br)[Br:25]. The catalyst class is: 57.